Dataset: Catalyst prediction with 721,799 reactions and 888 catalyst types from USPTO. Task: Predict which catalyst facilitates the given reaction. (1) Reactant: [OH:1][C:2]1[CH:22]=[CH:21][C:5]2[O:6][CH2:7][C:8]3[CH:20]=[CH:19][CH:18]=[CH:17][C:9]=3/[C:10](=[CH:11]/[CH2:12][CH2:13][N:14]([CH3:16])[CH3:15])/[C:4]=2[CH:3]=1. Product: [OH:1][C:2]1[CH:22]=[CH:21][C:5]2[O:6][CH2:7][C:8]3[CH:20]=[CH:19][CH:18]=[CH:17][C:9]=3/[C:10](=[CH:11]\[CH2:12][CH2:13][N:14]([CH3:16])[CH3:15])/[C:4]=2[CH:3]=1. The catalyst class is: 209. (2) Reactant: [Cl:1][C:2]1[CH:3]=[C:4]([NH:15][C:16]2[C:25]3[C:20](=[CH:21][C:22](/[CH:26]=[CH:27]/[CH2:28][OH:29])=[CH:23][CH:24]=3)[N:19]=[CH:18][C:17]=2[C:30]#[N:31])[CH:5]=[CH:6][C:7]=1[S:8][C:9]1[N:10]([CH3:14])[CH:11]=[CH:12][N:13]=1.[CH3:32][C:33](OC(C)=O)=[O:34].C([O-])(O)=O.[Na+]. Product: [C:33]([O:29][CH2:28]/[CH:27]=[CH:26]/[C:22]1[CH:21]=[C:20]2[C:25]([C:16]([NH:15][C:4]3[CH:5]=[CH:6][C:7]([S:8][C:9]4[N:10]([CH3:14])[CH:11]=[CH:12][N:13]=4)=[C:2]([Cl:1])[CH:3]=3)=[C:17]([C:30]#[N:31])[CH:18]=[N:19]2)=[CH:24][CH:23]=1)(=[O:34])[CH3:32]. The catalyst class is: 52. (3) Reactant: Br[C:2]1[NH:3][CH:4]=[CH:5][N:6]=1.[CH3:7][C:8]1[CH:14]=[CH:13][C:12](B2OC(C)(C)C(C)(C)O2)=[CH:11][C:9]=1[NH2:10].C([O-])([O-])=O.[Cs+].[Cs+]. Product: [NH:6]1[CH:5]=[CH:4][N:3]=[C:2]1[C:12]1[CH:13]=[CH:14][C:8]([CH3:7])=[C:9]([CH:11]=1)[NH2:10]. The catalyst class is: 70. (4) Reactant: [C:1]([O:8][CH2:9][CH3:10])(=[O:7])[C:2]([O:4]CC)=O.[CH2:11]([Mg]Br)[CH3:12].C(=O)=O.CC(C)=O. Product: [O:4]=[C:2]([CH2:11][CH3:12])[C:1]([O:8][CH2:9][CH3:10])=[O:7]. The catalyst class is: 28. (5) Reactant: [C:1](Cl)(=[O:3])[CH3:2].[NH2:5][CH2:6][CH:7]([CH3:28])[O:8][C:9]1[CH:14]=[C:13]([F:15])[CH:12]=[CH:11][C:10]=1[NH:16][C:17]1[C:18]2[C:25]([CH3:26])=[C:24]([Br:27])[S:23][C:19]=2[N:20]=[CH:21][N:22]=1.C(N(CC)CC)C. Product: [Br:27][C:24]1[S:23][C:19]2[N:20]=[CH:21][N:22]=[C:17]([NH:16][C:10]3[CH:11]=[CH:12][C:13]([F:15])=[CH:14][C:9]=3[O:8][CH:7]([CH3:28])[CH2:6][NH:5][C:1](=[O:3])[CH3:2])[C:18]=2[C:25]=1[CH3:26]. The catalyst class is: 34. (6) Reactant: [NH:1]1[CH2:5][C:4](=[O:6])[NH:3][CH2:2]1.[F:7][C:8]1[CH:9]=[C:10]([N+:16]([O-:18])=[O:17])[CH:11]=[C:12]([F:15])[C:13]=1F.C(N(C(C)C)CC)(C)C. Product: [F:7][C:8]1[CH:9]=[C:10]([N+:16]([O-:18])=[O:17])[CH:11]=[C:12]([F:15])[C:13]=1[N:1]1[CH2:5][C:4](=[O:6])[NH:3][CH2:2]1. The catalyst class is: 3. (7) Reactant: Cl[C:2]1[CH:11]=[CH:10][CH:9]=[C:8]([N+:12]([O-:14])=[O:13])[C:3]=1[C:4]([O:6][CH3:7])=[O:5].[CH3:15][C:16]1[CH:21]=[C:20]([CH3:22])[CH:19]=[CH:18][C:17]=1B(O)O.[F-].[Cs+]. Product: [CH3:15][C:16]1[CH:21]=[C:20]([CH3:22])[CH:19]=[CH:18][C:17]=1[C:2]1[CH:11]=[CH:10][CH:9]=[C:8]([N+:12]([O-:14])=[O:13])[C:3]=1[C:4]([O:6][CH3:7])=[O:5]. The catalyst class is: 853.